From a dataset of Reaction yield outcomes from USPTO patents with 853,638 reactions. Predict the reaction yield, written as a fraction of the theoretical maximum amount of product (1.0 means a 100% yield; for example, 0.34 means a 34% yield). (1) The reactants are [CH3:1][C:2]1([C:9]#[C:10][Si:11]([CH3:14])([CH3:13])[CH3:12])[CH2:7][CH2:6][C:5](=[O:8])[CH:4]=[CH:3]1.[CH:15](OCC)=[O:16].C[O-].[Na+]. The catalyst is C1C=CC=CC=1.C(Cl)Cl.CCOCC. The product is [OH:16][CH:15]=[C:4]1[C:5](=[O:8])[CH:6]=[CH:7][C:2]([CH3:1])([C:9]#[C:10][Si:11]([CH3:12])([CH3:14])[CH3:13])[CH2:3]1. The yield is 0.940. (2) The reactants are [NH2:1][C:2]1[CH:3]=[N:4][CH:5]=[CH:6][CH:7]=1.[NH2:8][C:9]1[C:10]([C:16](OC)=[O:17])=[N:11][C:12]([Br:15])=[CH:13][N:14]=1.N12CCCN=C1CCCCC2. The catalyst is O. The product is [NH2:8][C:9]1[C:10]([C:16]([NH:1][C:2]2[CH:3]=[N:4][CH:5]=[CH:6][CH:7]=2)=[O:17])=[N:11][C:12]([Br:15])=[CH:13][N:14]=1. The yield is 0.590. (3) The reactants are Cl.[NH2:2][C:3]1[S:4][CH:5]=[C:6]([C:8]2[CH:13]=[CH:12][C:11]([N:14]3[C:22]4[C:21](=[O:23])[N:20]([C:24]5[CH:29]=[CH:28][CH:27]=[C:26]([O:30]C)[CH:25]=5)[C:19](=[O:32])[NH:18][C:17]=4[CH:16]=[C:15]3[Cl:33])=[CH:10][CH:9]=2)[N:7]=1.C(Cl)Cl.B(Br)(Br)Br. The catalyst is O. The product is [ClH:33].[NH2:2][C:3]1[S:4][CH:5]=[C:6]([C:8]2[CH:9]=[CH:10][C:11]([N:14]3[C:22]4[C:21](=[O:23])[N:20]([C:24]5[CH:29]=[CH:28][CH:27]=[C:26]([OH:30])[CH:25]=5)[C:19](=[O:32])[NH:18][C:17]=4[CH:16]=[C:15]3[Cl:33])=[CH:12][CH:13]=2)[N:7]=1. The yield is 0.0285. (4) The reactants are [C:1]([C:4]1[CH:9]=[CH:8][C:7]([S:10]([CH3:13])(=[O:12])=[O:11])=[CH:6][C:5]=1[C:14]([N:16]1[CH2:21][CH2:20][N:19]([C:22]2[CH:27]=[CH:26][C:25]([C:28]([F:31])([F:30])[F:29])=[CH:24][CH:23]=2)[CH2:18][CH2:17]1)=[O:15])([CH3:3])=[CH2:2]. The catalyst is C(OC(=O)C)C.[Pd]. The product is [CH:1]([C:4]1[CH:9]=[CH:8][C:7]([S:10]([CH3:13])(=[O:11])=[O:12])=[CH:6][C:5]=1[C:14]([N:16]1[CH2:21][CH2:20][N:19]([C:22]2[CH:23]=[CH:24][C:25]([C:28]([F:31])([F:29])[F:30])=[CH:26][CH:27]=2)[CH2:18][CH2:17]1)=[O:15])([CH3:3])[CH3:2]. The yield is 0.700. (5) The reactants are Cl[C:2]([O:4][CH:5]([CH3:7])[CH3:6])=[O:3].FC(F)(F)C(O)=O.[CH2:15]([O:17][C:18]1[CH:39]=[CH:38][C:21]([O:22][C:23]2[N:28]=[CH:27][N:26]=[C:25]3[N:29]([CH:32]4[CH2:37][CH2:36][NH:35][CH2:34][CH2:33]4)[N:30]=[CH:31][C:24]=23)=[C:20]([F:40])[CH:19]=1)[CH3:16].C(N(C(C)C)CC)(C)C.O. The catalyst is ClCCl. The product is [CH:5]([O:4][C:2]([N:35]1[CH2:36][CH2:37][CH:32]([N:29]2[C:25]3=[N:26][CH:27]=[N:28][C:23]([O:22][C:21]4[CH:38]=[CH:39][C:18]([O:17][CH2:15][CH3:16])=[CH:19][C:20]=4[F:40])=[C:24]3[CH:31]=[N:30]2)[CH2:33][CH2:34]1)=[O:3])([CH3:7])[CH3:6]. The yield is 0.800. (6) The reactants are O[CH2:2][CH2:3][O:4][C@H:5]1[CH2:10][CH2:9][C@H:8]([N:11]2[C:16](=[O:17])[C:15]([CH2:18][C:19]3[CH:24]=[CH:23][C:22]([C:25]4[C:26]([C:31]#[N:32])=[CH:27][CH:28]=[CH:29][CH:30]=4)=[CH:21][CH:20]=3)=[C:14]([CH2:33][CH2:34][CH3:35])[N:13]3[N:36]=[CH:37][N:38]=[C:12]23)[CH2:7][CH2:6]1.C1(C)C=C[C:42]([S:45](Cl)(=O)=O)=CC=1.C(N(CC)CC)C. The catalyst is CN(C)C1C=CN=CC=1.C(#N)C. The product is [CH3:42][S:45][CH2:2][CH2:3][O:4][C@H:5]1[CH2:10][CH2:9][C@H:8]([N:11]2[C:16](=[O:17])[C:15]([CH2:18][C:19]3[CH:24]=[CH:23][C:22]([C:25]4[C:26]([C:31]#[N:32])=[CH:27][CH:28]=[CH:29][CH:30]=4)=[CH:21][CH:20]=3)=[C:14]([CH2:33][CH2:34][CH3:35])[N:13]3[N:36]=[CH:37][N:38]=[C:12]23)[CH2:7][CH2:6]1. The yield is 0.940.